This data is from Forward reaction prediction with 1.9M reactions from USPTO patents (1976-2016). The task is: Predict the product of the given reaction. (1) Given the reactants [NH2:1][C:2]1[N:7]=[C:6]([C:8]2[CH:13]=[CH:12][C:11]([OH:14])=[CH:10][C:9]=2[CH:15]2[CH2:18][CH2:17][CH2:16]2)[CH:5]=[CH:4][CH:3]=1.[CH2:19](Cl)[CH:20]=[CH2:21], predict the reaction product. The product is: [CH2:21]([O:14][C:11]1[CH:12]=[CH:13][C:8]([C:6]2[N:7]=[C:2]([NH2:1])[CH:3]=[CH:4][CH:5]=2)=[C:9]([CH:15]2[CH2:18][CH2:17][CH2:16]2)[CH:10]=1)[CH:20]=[CH2:19]. (2) Given the reactants [CH2:1]([O:3][C:4]([C:6]1[C:7]([CH3:18])=[C:8]2[C:13](Cl)=[C:12]([C:15]#[N:16])[CH:11]=[N:10][N:9]2[CH:17]=1)=[O:5])[CH3:2].[F:19][C:20]1[CH:25]=[C:24]([O:26][C:27]2[S:28][CH:29]=[CH:30][N:31]=2)[CH:23]=[CH:22][C:21]=1[NH2:32].C(OC(C1C(C)=C2C(NC3C=CC(SC4N(C)C=CN=4)=C(Cl)C=3)=C(C#N)C=NN2C=1)=O)C, predict the reaction product. The product is: [CH2:1]([O:3][C:4]([C:6]1[C:7]([CH3:18])=[C:8]2[C:13]([NH:32][C:21]3[CH:22]=[CH:23][C:24]([O:26][C:27]4[S:28][CH:29]=[CH:30][N:31]=4)=[CH:25][C:20]=3[F:19])=[C:12]([C:15]#[N:16])[CH:11]=[N:10][N:9]2[CH:17]=1)=[O:5])[CH3:2]. (3) Given the reactants Cl[C:2]([O:4][CH2:5][CH:6]1[C:18]2[CH:17]=[CH:16][CH:15]=[CH:14][C:13]=2[C:12]2[C:7]1=[CH:8][CH:9]=[CH:10][CH:11]=2)=[O:3].[NH2:19][CH2:20][CH2:21][CH2:22][CH2:23][C:24]1[CH:36]=[CH:35][C:27]([C:28]([O:30][C:31]([CH3:34])([CH3:33])[CH3:32])=[O:29])=[CH:26][CH:25]=1, predict the reaction product. The product is: [CH:17]1[C:18]2[CH:6]([CH2:5][O:4][C:2]([CH:20]([NH2:19])[CH2:21][CH2:22][CH2:23][C:24]3[CH:36]=[CH:35][C:27]([C:28]([O:30][C:31]([CH3:32])([CH3:33])[CH3:34])=[O:29])=[CH:26][CH:25]=3)=[O:3])[C:7]3[C:12](=[CH:11][CH:10]=[CH:9][CH:8]=3)[C:13]=2[CH:14]=[CH:15][CH:16]=1. (4) Given the reactants CN(C)[CH:3]=[CH:4][C:5]([C:7]1[C:8]([CH3:16])=[C:9]([C:13]([NH2:15])=[O:14])[NH:10][C:11]=1[CH3:12])=O.[N+]([O-])(O)=O.[F:22][C:23]1[CH:28]=[CH:27][C:26]([NH:29][C:30]([NH2:32])=[NH:31])=[CH:25][CH:24]=1.C([O-])([O-])=O.[K+].[K+], predict the reaction product. The product is: [F:22][C:23]1[CH:24]=[CH:25][C:26]([NH:29][C:30]2[N:32]=[C:5]([C:7]3[C:8]([CH3:16])=[C:9]([C:13]([NH2:15])=[O:14])[NH:10][C:11]=3[CH3:12])[CH:4]=[CH:3][N:31]=2)=[CH:27][CH:28]=1.